From a dataset of Peptide-MHC class I binding affinity with 185,985 pairs from IEDB/IMGT. Regression. Given a peptide amino acid sequence and an MHC pseudo amino acid sequence, predict their binding affinity value. This is MHC class I binding data. (1) The peptide sequence is IEVKFHPIL. The MHC is HLA-A26:01 with pseudo-sequence HLA-A26:01. The binding affinity (normalized) is 0.0847. (2) The peptide sequence is HPRARSMSS. The MHC is HLA-A02:03 with pseudo-sequence HLA-A02:03. The binding affinity (normalized) is 0.0847. (3) The peptide sequence is TQIQTRRSF. The MHC is HLA-B40:01 with pseudo-sequence HLA-B40:01. The binding affinity (normalized) is 0.177. (4) The peptide sequence is STPEPLNDVAK. The MHC is Mamu-A01 with pseudo-sequence Mamu-A01. The binding affinity (normalized) is 0.622.